Dataset: Full USPTO retrosynthesis dataset with 1.9M reactions from patents (1976-2016). Task: Predict the reactants needed to synthesize the given product. Given the product [Cl:1][C:2]1[N:7]=[CH:6][C:5]2[NH:8][C:9]([S:13]([CH3:21])(=[O:18])=[O:14])=[N:10][C:4]=2[CH:3]=1, predict the reactants needed to synthesize it. The reactants are: [Cl:1][C:2]1[N:7]=[CH:6][C:5]2[NH:8][C:9](SC)=[N:10][C:4]=2[CH:3]=1.[S:13]([O-:18])(O[O-])(=O)=[O:14].[K+].[K+].[CH3:21]C#N.O.